Task: Regression. Given two drug SMILES strings and cell line genomic features, predict the synergy score measuring deviation from expected non-interaction effect.. Dataset: NCI-60 drug combinations with 297,098 pairs across 59 cell lines (1) Drug 1: C1CC(=O)NC(=O)C1N2CC3=C(C2=O)C=CC=C3N. Drug 2: C1C(C(OC1N2C=NC(=NC2=O)N)CO)O. Cell line: IGROV1. Synergy scores: CSS=13.3, Synergy_ZIP=-0.724, Synergy_Bliss=5.40, Synergy_Loewe=6.26, Synergy_HSA=6.30. (2) Drug 1: C1=CC=C(C=C1)NC(=O)CCCCCCC(=O)NO. Drug 2: CC1CCC2CC(C(=CC=CC=CC(CC(C(=O)C(C(C(=CC(C(=O)CC(OC(=O)C3CCCCN3C(=O)C(=O)C1(O2)O)C(C)CC4CCC(C(C4)OC)OCCO)C)C)O)OC)C)C)C)OC. Cell line: MCF7. Synergy scores: CSS=16.7, Synergy_ZIP=-6.90, Synergy_Bliss=-3.15, Synergy_Loewe=-3.24, Synergy_HSA=-2.34. (3) Drug 1: CS(=O)(=O)C1=CC(=C(C=C1)C(=O)NC2=CC(=C(C=C2)Cl)C3=CC=CC=N3)Cl. Drug 2: CNC(=O)C1=CC=CC=C1SC2=CC3=C(C=C2)C(=NN3)C=CC4=CC=CC=N4. Cell line: UACC62. Synergy scores: CSS=8.12, Synergy_ZIP=0.368, Synergy_Bliss=5.79, Synergy_Loewe=3.26, Synergy_HSA=4.85. (4) Drug 1: CC1=C2C(C(=O)C3(C(CC4C(C3C(C(C2(C)C)(CC1OC(=O)C(C(C5=CC=CC=C5)NC(=O)OC(C)(C)C)O)O)OC(=O)C6=CC=CC=C6)(CO4)OC(=O)C)OC)C)OC. Drug 2: CC(C)NC(=O)C1=CC=C(C=C1)CNNC.Cl. Cell line: CAKI-1. Synergy scores: CSS=36.0, Synergy_ZIP=0.215, Synergy_Bliss=-1.32, Synergy_Loewe=-26.6, Synergy_HSA=0.234. (5) Cell line: COLO 205. Drug 1: C1=NC(=NC(=O)N1C2C(C(C(O2)CO)O)O)N. Synergy scores: CSS=53.2, Synergy_ZIP=-4.24, Synergy_Bliss=-2.03, Synergy_Loewe=-4.09, Synergy_HSA=0.987. Drug 2: CC1=C(C(=O)C2=C(C1=O)N3CC4C(C3(C2COC(=O)N)OC)N4)N. (6) Drug 1: C1CCC(C1)C(CC#N)N2C=C(C=N2)C3=C4C=CNC4=NC=N3. Drug 2: C1C(C(OC1N2C=NC(=NC2=O)N)CO)O. Cell line: NCI-H522. Synergy scores: CSS=13.8, Synergy_ZIP=-5.97, Synergy_Bliss=-1.59, Synergy_Loewe=-5.76, Synergy_HSA=0.0282.